From a dataset of Forward reaction prediction with 1.9M reactions from USPTO patents (1976-2016). Predict the product of the given reaction. (1) Given the reactants C(=O)([O-])[O-].[NH4+:5].[NH4+].O.[C:8]([O-:15])(=[O:14])[CH2:9][CH2:10][C:11]([O-:13])=[O:12].[Ca+2], predict the reaction product. The product is: [C:8]([O-:15])(=[O:14])[CH2:9][CH2:10][C:11]([O-:13])=[O:12].[NH4+:5].[NH4+:5]. (2) Given the reactants [CH2:1]([O:3][C:4]([C:6]1[O:7][C:8]2[CH:15]=[CH:14][CH:13]=[C:12]([C:16]#[N:17])[C:9]=2[C:10]=1[CH3:11])=[O:5])[CH3:2].C([O-])([O-])=[O:19].[Na+].[Na+].OO, predict the reaction product. The product is: [CH2:1]([O:3][C:4]([C:6]1[O:7][C:8]2[CH:15]=[CH:14][CH:13]=[C:12]([C:16](=[O:19])[NH2:17])[C:9]=2[C:10]=1[CH3:11])=[O:5])[CH3:2]. (3) The product is: [Cl:1][C:2]1[CH:7]=[CH:6][CH:5]=[CH:4][C:3]=1[C:8]1[NH:28][C:11]2[C:10]([CH:9]=1)=[CH:15][C:14]([C:16]1[S:20][C:19]([C:21]3[CH:22]=[CH:23][CH:24]=[CH:25][CH:26]=3)=[N:18][C:17]=1[CH3:27])=[CH:13][CH:12]=2. Given the reactants [Cl:1][C:2]1[CH:7]=[CH:6][CH:5]=[CH:4][C:3]=1[C:8]#[C:9][C:10]1[CH:15]=[C:14]([C:16]2[S:20][C:19]([C:21]3[CH:26]=[CH:25][CH:24]=[CH:23][CH:22]=3)=[N:18][C:17]=2[CH3:27])[CH:13]=[CH:12][C:11]=1[NH2:28].CC(C)([O-])C.[K+].[NH4+].[Cl-].CCOC(C)=O, predict the reaction product. (4) Given the reactants CC1C=CC(S(O[C@@H:12]2[CH2:25][C:24]3[C@@:15]([CH3:38])([C@@H:16]4[C@@H:21]([CH2:22][CH:23]=3)[C@@H:20]3[CH2:26][CH2:27][C@H:28]([C@@H:29]([CH2:31][CH2:32][CH2:33][CH:34]([CH3:36])[CH3:35])[CH3:30])[C@@:19]3([CH3:37])[CH2:18][CH2:17]4)[CH2:14][CH2:13]2)(=O)=O)=CC=1.[CH2:39]([OH:50])[CH2:40][CH2:41][CH2:42][CH2:43][CH2:44][CH2:45][CH2:46][CH2:47][CH2:48][OH:49], predict the reaction product. The product is: [CH3:36][CH:34]([CH2:33][CH2:32][CH2:31][C@H:29]([C@@H:28]1[C@:19]2([CH3:37])[C@H:20]([C@H:21]3[C@H:16]([CH2:17][CH2:18]2)[C@:15]2([CH3:38])[C:24]([CH2:25][C@@H:12]([O:50][CH2:39][CH2:40][CH2:41][CH2:42][CH2:43][CH2:44][CH2:45][CH2:46][CH2:47][CH2:48][OH:49])[CH2:13][CH2:14]2)=[CH:23][CH2:22]3)[CH2:26][CH2:27]1)[CH3:30])[CH3:35].